This data is from Reaction yield outcomes from USPTO patents with 853,638 reactions. The task is: Predict the reaction yield, written as a fraction of the theoretical maximum amount of product (1.0 means a 100% yield; for example, 0.34 means a 34% yield). (1) The product is [CH2:15]([O:14][C:13]1[C:8]([C:6]([OH:7])=[O:5])=[N:9][C:10]([CH2:23][C:24]2([C:29]3[CH:30]=[CH:31][C:32]([Cl:35])=[CH:33][CH:34]=3)[CH2:25][CH2:26][CH2:27][CH2:28]2)=[N:11][C:12]=1[OH:22])[C:16]1[CH:21]=[CH:20][CH:19]=[CH:18][CH:17]=1. The reactants are C([O:5][C:6]([C:8]1[C:13]([O:14][CH2:15][C:16]2[CH:21]=[CH:20][CH:19]=[CH:18][CH:17]=2)=[C:12]([OH:22])[N:11]=[C:10]([CH2:23][C:24]2([C:29]3[CH:34]=[CH:33][C:32]([Cl:35])=[CH:31][CH:30]=3)[CH2:28][CH2:27][CH2:26][CH2:25]2)[N:9]=1)=[O:7])(C)(C)C.C(OC1C(C(O)=O)=NC(CC2C=CC=CC=2C2C=CC=CC=2)=NC=1O)C1C=CC=CC=1. The yield is 0.686. No catalyst specified. (2) The reactants are C([Li])CCC.[CH2:6]([C:8]1[CH:13]=[CH:12][C:11]([O:14][CH3:15])=[CH:10][CH:9]=1)[CH3:7].CN(C)CCN(C)C.[C:24](=[O:26])=[O:25].[OH-].[Na+]. The catalyst is C(OCC)C. The product is [CH2:6]([C:8]1[CH:9]=[CH:10][C:11]([O:14][CH3:15])=[C:12]([CH:13]=1)[C:24]([OH:26])=[O:25])[CH3:7]. The yield is 0.370. (3) The reactants are Br[C:2]1[CH:3]=[C:4]([C:8]2[O:9][CH:10]=[C:11]([C:13]3[CH:18]=[CH:17][CH:16]=[CH:15][N:14]=3)[N:12]=2)[CH:5]=[CH:6][CH:7]=1.[CH3:19][N:20](C)C=O. The catalyst is [C-]#N.[Zn+2].[C-]#N.C1C=CC([P]([Pd]([P](C2C=CC=CC=2)(C2C=CC=CC=2)C2C=CC=CC=2)([P](C2C=CC=CC=2)(C2C=CC=CC=2)C2C=CC=CC=2)[P](C2C=CC=CC=2)(C2C=CC=CC=2)C2C=CC=CC=2)(C2C=CC=CC=2)C2C=CC=CC=2)=CC=1. The product is [C:19]([C:2]1[CH:3]=[C:4]([C:8]2[O:9][CH:10]=[C:11]([C:13]3[CH:18]=[CH:17][CH:16]=[CH:15][N:14]=3)[N:12]=2)[CH:5]=[CH:6][CH:7]=1)#[N:20]. The yield is 0.320.